This data is from Full USPTO retrosynthesis dataset with 1.9M reactions from patents (1976-2016). The task is: Predict the reactants needed to synthesize the given product. (1) Given the product [NH2:1][C:2]1[S:6][N:5]=[C:4]([C:7]2[CH:12]=[CH:11][CH:10]=[C:9]([NH2:13])[CH:8]=2)[C:3]=1[C:16]([NH2:18])=[O:17], predict the reactants needed to synthesize it. The reactants are: [NH2:1][C:2]1[S:6][N:5]=[C:4]([C:7]2[CH:12]=[CH:11][CH:10]=[C:9]([N+:13]([O-])=O)[CH:8]=2)[C:3]=1[C:16]([NH2:18])=[O:17].[NH4+].[Cl-]. (2) Given the product [S:9]1[CH:13]=[C:12]([NH:14][C:5](=[O:7])[CH3:6])[N:11]=[CH:10]1, predict the reactants needed to synthesize it. The reactants are: C(O[C:5](=[O:7])[CH3:6])(=O)C.Cl.[S:9]1[CH:13]=[C:12]([NH2:14])[N:11]=[CH:10]1.C(N(CC)CC)C. (3) The reactants are: [C:1]([O:5][C:6](=[O:20])[NH:7][C:8]1[CH:13]=[C:12]([C:14]([F:17])([F:16])[F:15])[C:11]([CH3:18])=[CH:10][C:9]=1[NH2:19])([CH3:4])([CH3:3])[CH3:2].C([O:25][C:26](=O)[CH2:27][C:28]([C:30]1[CH:35]=[CH:34][CH:33]=[C:32]([C:36]2[CH:41]=[N:40][CH:39]=[C:38]([CH3:42])[N:37]=2)[CH:31]=1)=[O:29])(C)(C)C. Given the product [C:1]([O:5][C:6](=[O:20])[NH:7][C:8]1[CH:13]=[C:12]([C:14]([F:17])([F:16])[F:15])[C:11]([CH3:18])=[CH:10][C:9]=1[NH:19][C:26](=[O:25])[CH2:27][C:28]([C:30]1[CH:35]=[CH:34][CH:33]=[C:32]([C:36]2[CH:41]=[N:40][CH:39]=[C:38]([CH3:42])[N:37]=2)[CH:31]=1)=[O:29])([CH3:4])([CH3:2])[CH3:3], predict the reactants needed to synthesize it. (4) Given the product [OH:35][CH2:34][CH2:33][CH2:32][N:4]1[C:5](=[O:31])[C:6]2[NH:7][C:8]([O:11][C:12]3[CH:17]=[CH:16][CH:15]=[C:14]([O:18][C:19]([F:21])([F:22])[F:20])[CH:13]=3)=[N:9][C:10]=2[N:2]([CH3:1])[C:3]1=[O:42], predict the reactants needed to synthesize it. The reactants are: [CH3:1][N:2]1[C:10]2[N:9]=[C:8]([O:11][C:12]3[CH:17]=[CH:16][CH:15]=[C:14]([O:18][C:19]([F:22])([F:21])[F:20])[CH:13]=3)[N:7](COCC[Si](C)(C)C)[C:6]=2[C:5](=[O:31])[N:4]([CH2:32][CH2:33][CH2:34][O:35]C2CCCCO2)[C:3]1=[O:42].Cl. (5) Given the product [F:1][C:2]1[C:9]([N+:11]([O-:13])=[O:12])=[CH:8][C:5]([C:6]#[N:7])=[C:4]([CH3:10])[CH:3]=1, predict the reactants needed to synthesize it. The reactants are: [F:1][C:2]1[CH:9]=[CH:8][C:5]([C:6]#[N:7])=[C:4]([CH3:10])[CH:3]=1.[N+:11]([O-])([O-:13])=[O:12].[K+]. (6) The reactants are: [H-].[Na+].[CH2:3]([C:5]1[CH:6]=[C:7]([CH:12]=[CH:13][C:14]=1[NH:15][C:16]1[N:21]=[CH:20][C:19]2[N:22]=[CH:23][N:24]([CH3:25])[C:18]=2[CH:17]=1)[C:8]([O:10][CH3:11])=[O:9])[CH3:4].I[CH3:27]. Given the product [CH2:3]([C:5]1[CH:6]=[C:7]([CH:12]=[CH:13][C:14]=1[N:15]([CH3:27])[C:16]1[N:21]=[CH:20][C:19]2[N:22]=[CH:23][N:24]([CH3:25])[C:18]=2[CH:17]=1)[C:8]([O:10][CH3:11])=[O:9])[CH3:4], predict the reactants needed to synthesize it.